Task: Regression. Given two drug SMILES strings and cell line genomic features, predict the synergy score measuring deviation from expected non-interaction effect.. Dataset: NCI-60 drug combinations with 297,098 pairs across 59 cell lines (1) Drug 1: CC1=C(C=C(C=C1)NC2=NC=CC(=N2)N(C)C3=CC4=NN(C(=C4C=C3)C)C)S(=O)(=O)N.Cl. Drug 2: CCN(CC)CCCC(C)NC1=C2C=C(C=CC2=NC3=C1C=CC(=C3)Cl)OC. Cell line: SW-620. Synergy scores: CSS=21.7, Synergy_ZIP=11.0, Synergy_Bliss=4.23, Synergy_Loewe=-27.1, Synergy_HSA=-4.04. (2) Drug 1: C1=CC=C(C=C1)NC(=O)CCCCCCC(=O)NO. Drug 2: CCC1(C2=C(COC1=O)C(=O)N3CC4=CC5=C(C=CC(=C5CN(C)C)O)N=C4C3=C2)O.Cl. Cell line: HCC-2998. Synergy scores: CSS=17.2, Synergy_ZIP=-4.14, Synergy_Bliss=-0.226, Synergy_Loewe=-5.30, Synergy_HSA=1.13. (3) Drug 1: CC1=C(C=C(C=C1)NC(=O)C2=CC=C(C=C2)CN3CCN(CC3)C)NC4=NC=CC(=N4)C5=CN=CC=C5. Drug 2: CC1=C(C=C(C=C1)C(=O)NC2=CC(=CC(=C2)C(F)(F)F)N3C=C(N=C3)C)NC4=NC=CC(=N4)C5=CN=CC=C5. Cell line: SNB-19. Synergy scores: CSS=-6.69, Synergy_ZIP=-0.594, Synergy_Bliss=-8.00, Synergy_Loewe=-5.79, Synergy_HSA=-7.31. (4) Drug 1: CC1=C(C(CCC1)(C)C)C=CC(=CC=CC(=CC(=O)O)C)C. Drug 2: CC=C1C(=O)NC(C(=O)OC2CC(=O)NC(C(=O)NC(CSSCCC=C2)C(=O)N1)C(C)C)C(C)C. Cell line: HCT116. Synergy scores: CSS=57.9, Synergy_ZIP=3.72, Synergy_Bliss=6.32, Synergy_Loewe=-44.8, Synergy_HSA=0.0242. (5) Drug 1: C1CCC(CC1)NC(=O)N(CCCl)N=O. Drug 2: C1=CN(C(=O)N=C1N)C2C(C(C(O2)CO)O)O.Cl. Cell line: MCF7. Synergy scores: CSS=25.1, Synergy_ZIP=-7.19, Synergy_Bliss=-4.22, Synergy_Loewe=-35.7, Synergy_HSA=-2.89. (6) Drug 1: C1=NC(=NC(=O)N1C2C(C(C(O2)CO)O)O)N. Drug 2: C1=CC=C(C=C1)NC(=O)CCCCCCC(=O)NO. Cell line: NCI-H522. Synergy scores: CSS=19.9, Synergy_ZIP=-6.62, Synergy_Bliss=-0.198, Synergy_Loewe=0.0158, Synergy_HSA=2.61.